From a dataset of Catalyst prediction with 721,799 reactions and 888 catalyst types from USPTO. Predict which catalyst facilitates the given reaction. (1) Reactant: [CH2:1]([NH2:4])[C:2]#[CH:3].C(N(CC)C(C)C)(C)C.[N+:14]([C:17]1[CH:22]=[CH:21][CH:20]=[CH:19][C:18]=1[S:23](Cl)(=[O:25])=[O:24])([O-:16])=[O:15]. Product: [N+:14]([C:17]1[CH:22]=[CH:21][CH:20]=[CH:19][C:18]=1[S:23]([NH:4][CH2:1][C:2]#[CH:3])(=[O:25])=[O:24])([O-:16])=[O:15]. The catalyst class is: 2. (2) Reactant: [CH2:1]([O:19][CH:20]([CH2:25][O:26][CH2:27][CH2:28][CH2:29][CH2:30][CH2:31][CH2:32][CH2:33][CH2:34][CH:35]=[CH:36][CH2:37][CH2:38][CH2:39][CH2:40][CH2:41][CH2:42][CH2:43][CH3:44])[CH2:21][N:22]([CH3:24])[CH3:23])[CH2:2][CH2:3][CH2:4][CH2:5][CH2:6][CH2:7][CH2:8][CH:9]=[CH:10][CH2:11][CH2:12][CH2:13][CH2:14][CH2:15][CH2:16][CH2:17][CH3:18].[OH:45][CH2:46][CH2:47][C:48](=[O:75])[CH2:49][CH2:50][C:51](=[O:74])[CH2:52][CH2:53][C:54](=[O:73])[CH2:55][CH2:56][C:57](=[O:72])[CH2:58][CH2:59][C:60](=[O:71])[CH2:61][CH2:62][O:63][C:64](=[O:70])[CH2:65][CH2:66][CH2:67][CH2:68][Br:69]. Product: [Br-:69].[CH2:1]([O:19][CH:20]([CH2:25][O:26][CH2:27][CH2:28][CH2:29][CH2:30][CH2:31][CH2:32][CH2:33][CH2:34][CH:35]=[CH:36][CH2:37][CH2:38][CH2:39][CH2:40][CH2:41][CH2:42][CH2:43][CH3:44])[CH2:21][N+:22]([CH2:68][CH2:67][CH2:66][CH2:65][C:64]([O:63][CH2:62][CH2:61][C:60](=[O:71])[CH2:59][CH2:58][C:57](=[O:72])[CH2:56][CH2:55][C:54](=[O:73])[CH2:53][CH2:52][C:51](=[O:74])[CH2:50][CH2:49][C:48](=[O:75])[CH2:47][CH2:46][OH:45])=[O:70])([CH3:24])[CH3:23])[CH2:2][CH2:3][CH2:4][CH2:5][CH2:6][CH2:7][CH2:8][CH:9]=[CH:10][CH2:11][CH2:12][CH2:13][CH2:14][CH2:15][CH2:16][CH2:17][CH3:18]. The catalyst class is: 21. (3) Reactant: [CH3:1][CH:2]([CH3:21])[C@@H:3]([N:7]1[CH:16]=[CH:15][C:14]2[C:9](=[CH:10][CH:11]=[CH:12][C:13]=2[N+:17]([O-:19])=[O:18])[C:8]1=[O:20])[C:4]([OH:6])=O.O.O[N:24]1[C:28]2[CH:29]=[CH:30][CH:30]=[CH:29][C:28]=2[N:24]=N1.Cl.CN(C)CCCN=C=NCC.C1(N)CC1. Product: [CH:28]1([NH:24][C:4](=[O:6])[C@H:3]([N:7]2[CH:16]=[CH:15][C:14]3[C:9](=[CH:10][CH:11]=[CH:12][C:13]=3[N+:17]([O-:19])=[O:18])[C:8]2=[O:20])[CH:2]([CH3:1])[CH3:21])[CH2:29][CH2:30]1. The catalyst class is: 2. (4) Reactant: [Br:1][C:2]1[C:3]([NH2:9])=[N:4][CH:5]=[C:6]([Br:8])[N:7]=1.[O:10]1[CH:14]=[CH:13][CH:12]=[C:11]1[C:15]#[N:16].[Al+3].[Cl-].[Cl-].[Cl-].O. Product: [Br:1][C:2]1[C:3]([NH:9][C:15]([C:11]2[O:10][CH:14]=[CH:13][CH:12]=2)=[NH:16])=[N:4][CH:5]=[C:6]([Br:8])[N:7]=1. The catalyst class is: 68. (5) Reactant: C(OC([N:8]1[CH2:13][CH2:12][CH:11]([N:14]2[C:18]3[CH:19]=[C:20]([F:23])[CH:21]=[CH:22][C:17]=3[N:16]([CH2:24][C:25]3[CH:30]=[CH:29][CH:28]=[CH:27][C:26]=3[Cl:31])[C:15]2=[NH:32])[CH2:10][CH2:9]1)=O)(C)(C)C.C(O)(C(F)(F)F)=O.O. Product: [Cl:31][C:26]1[CH:27]=[CH:28][CH:29]=[CH:30][C:25]=1[CH2:24][N:16]1[C:17]2[CH:22]=[CH:21][C:20]([F:23])=[CH:19][C:18]=2[N:14]([CH:11]2[CH2:10][CH2:9][NH:8][CH2:13][CH2:12]2)[C:15]1=[NH:32]. The catalyst class is: 61.